From a dataset of Forward reaction prediction with 1.9M reactions from USPTO patents (1976-2016). Predict the product of the given reaction. The product is: [NH2:1][C:4]1[CH:20]=[CH:19][C:7]([C:8]([N:10]2[CH2:14][CH2:13][CH2:12][CH:11]2[C:15]([O:17][CH3:18])=[O:16])=[O:9])=[CH:6][CH:5]=1. Given the reactants [N+:1]([C:4]1[CH:20]=[CH:19][C:7]([C:8]([N:10]2[CH2:14][CH2:13][CH2:12][CH:11]2[C:15]([O:17][CH3:18])=[O:16])=[O:9])=[CH:6][CH:5]=1)([O-])=O, predict the reaction product.